This data is from Reaction yield outcomes from USPTO patents with 853,638 reactions. The task is: Predict the reaction yield, written as a fraction of the theoretical maximum amount of product (1.0 means a 100% yield; for example, 0.34 means a 34% yield). The reactants are [C:1]1([C:7]2[NH:11][CH:10]=[C:9]([CH:12]=[O:13])[CH:8]=2)[CH:6]=[CH:5][CH:4]=[CH:3][CH:2]=1.[H-].[Na+].C1OCCOCCOCCOCCOC1.[CH3:31][O:32][C:33]1[N:38]=[CH:37][C:36]([S:39](Cl)(=[O:41])=[O:40])=[CH:35][CH:34]=1. The catalyst is O1CCCC1.C(OCC)(=O)C. The product is [CH3:31][O:32][C:33]1[N:38]=[CH:37][C:36]([S:39]([N:11]2[C:7]([C:1]3[CH:6]=[CH:5][CH:4]=[CH:3][CH:2]=3)=[CH:8][C:9]([CH:12]=[O:13])=[CH:10]2)(=[O:41])=[O:40])=[CH:35][CH:34]=1. The yield is 0.170.